This data is from Catalyst prediction with 721,799 reactions and 888 catalyst types from USPTO. The task is: Predict which catalyst facilitates the given reaction. (1) Reactant: [CH:1]([C:3]1[C:8]2[C:9]3[CH2:14][CH2:13][N:12]([C:15]([O:17][CH2:18][CH3:19])=[O:16])[CH2:11][C:10]=3[O:20][C:7]=2[C:6]([O:21][CH3:22])=[CH:5][CH:4]=1)=[O:2].S(=O)(=O)([OH:25])N.Cl([O-])=O.[Na+]. Product: [CH2:18]([O:17][C:15]([N:12]1[CH2:13][CH2:14][C:9]2[C:8]3[C:7](=[C:6]([O:21][CH3:22])[CH:5]=[CH:4][C:3]=3[C:1]([OH:25])=[O:2])[O:20][C:10]=2[CH2:11]1)=[O:16])[CH3:19]. The catalyst class is: 283. (2) Reactant: [F:1][C:2]([F:21])([F:20])[O:3][C:4]1[CH:9]=[CH:8][C:7]([C:10]2[CH:18]=[CH:17][CH:16]=[C:15]3[C:11]=2[CH2:12][C:13](=[O:19])[NH:14]3)=[CH:6][CH:5]=1.[CH2:22]([N:24]([CH2:39][CH3:40])[CH2:25][CH2:26][NH:27][C:28]([C:30]1[C:34]([CH3:35])=[C:33]([CH:36]=O)[NH:32][C:31]=1[CH3:38])=[O:29])[CH3:23]. Product: [CH2:39]([N:24]([CH2:22][CH3:23])[CH2:25][CH2:26][NH:27][C:28]([C:30]1[C:34]([CH3:35])=[C:33]([CH:36]=[C:12]2[C:11]3[C:15](=[CH:16][CH:17]=[CH:18][C:10]=3[C:7]3[CH:6]=[CH:5][C:4]([O:3][C:2]([F:1])([F:20])[F:21])=[CH:9][CH:8]=3)[NH:14][C:13]2=[O:19])[NH:32][C:31]=1[CH3:38])=[O:29])[CH3:40]. The catalyst class is: 360.